From a dataset of Experimentally validated miRNA-target interactions with 360,000+ pairs, plus equal number of negative samples. Binary Classification. Given a miRNA mature sequence and a target amino acid sequence, predict their likelihood of interaction. (1) The miRNA is hsa-miR-149-5p with sequence UCUGGCUCCGUGUCUUCACUCCC. The protein sequence of the target gene is MGRRRRLCLQLYFLWLGCVVLWAQGTAGQPQPPPPKPPRPQPPPQQVRSATAGSEGGFLAPEYREEGAAVASRVRRRGQQDVLRGPNVCGSRFHSYCCPGWKTLPGGNQCIVPICRNSCGDGFCSRPNMCTCSSGQISSTCGSKSIQQCSVRCMNGGTCADDHCQCQKGYIGTYCGQPVCENGCQNGGRCIGPNRCACVYGFTGPQCERDYRTGPCFTQVNNQMCQGQLTGIVCTKTLCCATIGRAWGHPCEMCPAQPQPCRRGFIPNIRTGACQDVDECQAIPGICQGGNCINTVGSFE.... Result: 1 (interaction). (2) Result: 0 (no interaction). The protein sequence of the target gene is MAAAALRDPAQVPVAADLLTDHEEGYVTFEDVAVYFSQEEWRLLDDAQRLLYRNVMLENFTLLASLGLASSKTHEITQLESWEEPFMPAWEVVTSAIPRGCWHGAEAEEAPEQIASVGLLSSNIQQHQKQHCGEKPLKRQEGRVPVLRSCKVHLSEKSLQSREVGKALLISSGVLKHQVTHTGEKSHRSSKSREAFHAGKRHYKCSECGKAFGQKYLLVQHQRLHAGKKTYECSECGKLFRDMSNLFIHQIVHTGERPYGCSNCGKSFSRNAHLIEHQRVHTGEKPFTCSECGKAFRHNS.... The miRNA is mmu-miR-3071-5p with sequence ACUCAUUUGAGACGAUGAUGGA.